This data is from NCI-60 drug combinations with 297,098 pairs across 59 cell lines. The task is: Regression. Given two drug SMILES strings and cell line genomic features, predict the synergy score measuring deviation from expected non-interaction effect. (1) Drug 1: CS(=O)(=O)OCCCCOS(=O)(=O)C. Drug 2: CC12CCC3C(C1CCC2OP(=O)(O)O)CCC4=C3C=CC(=C4)OC(=O)N(CCCl)CCCl.[Na+]. Cell line: HT29. Synergy scores: CSS=6.00, Synergy_ZIP=-0.173, Synergy_Bliss=1.34, Synergy_Loewe=-0.726, Synergy_HSA=-0.0376. (2) Drug 1: CC12CCC(CC1=CCC3C2CCC4(C3CC=C4C5=CN=CC=C5)C)O. Drug 2: CCC1(CC2CC(C3=C(CCN(C2)C1)C4=CC=CC=C4N3)(C5=C(C=C6C(=C5)C78CCN9C7C(C=CC9)(C(C(C8N6C)(C(=O)OC)O)OC(=O)C)CC)OC)C(=O)OC)O.OS(=O)(=O)O. Cell line: PC-3. Synergy scores: CSS=41.2, Synergy_ZIP=4.36, Synergy_Bliss=7.83, Synergy_Loewe=-24.8, Synergy_HSA=8.41. (3) Drug 1: C1=NNC2=C1C(=O)NC=N2. Cell line: A498. Synergy scores: CSS=0.291, Synergy_ZIP=-1.38, Synergy_Bliss=-3.10, Synergy_Loewe=-2.83, Synergy_HSA=-2.81. Drug 2: C(CN)CNCCSP(=O)(O)O. (4) Drug 1: C(=O)(N)NO. Drug 2: C1CN(P(=O)(OC1)NCCCl)CCCl. Cell line: NCI-H522. Synergy scores: CSS=0.651, Synergy_ZIP=1.04, Synergy_Bliss=3.36, Synergy_Loewe=0.864, Synergy_HSA=0.984. (5) Drug 1: CC1OCC2C(O1)C(C(C(O2)OC3C4COC(=O)C4C(C5=CC6=C(C=C35)OCO6)C7=CC(=C(C(=C7)OC)O)OC)O)O. Drug 2: CC1C(C(=O)NC(C(=O)N2CCCC2C(=O)N(CC(=O)N(C(C(=O)O1)C(C)C)C)C)C(C)C)NC(=O)C3=C4C(=C(C=C3)C)OC5=C(C(=O)C(=C(C5=N4)C(=O)NC6C(OC(=O)C(N(C(=O)CN(C(=O)C7CCCN7C(=O)C(NC6=O)C(C)C)C)C)C(C)C)C)N)C. Cell line: IGROV1. Synergy scores: CSS=28.1, Synergy_ZIP=3.07, Synergy_Bliss=3.34, Synergy_Loewe=2.72, Synergy_HSA=2.81. (6) Drug 1: C1C(C(OC1N2C=NC3=C(N=C(N=C32)Cl)N)CO)O. Drug 2: C1CC(=O)NC(=O)C1N2C(=O)C3=CC=CC=C3C2=O. Cell line: NCI-H460. Synergy scores: CSS=24.2, Synergy_ZIP=-0.961, Synergy_Bliss=4.98, Synergy_Loewe=-0.316, Synergy_HSA=4.30. (7) Drug 1: CCN(CC)CCNC(=O)C1=C(NC(=C1C)C=C2C3=C(C=CC(=C3)F)NC2=O)C. Drug 2: C(CCl)NC(=O)N(CCCl)N=O. Cell line: T-47D. Synergy scores: CSS=-2.26, Synergy_ZIP=-1.09, Synergy_Bliss=-4.42, Synergy_Loewe=-4.17, Synergy_HSA=-4.45.